This data is from Catalyst prediction with 721,799 reactions and 888 catalyst types from USPTO. The task is: Predict which catalyst facilitates the given reaction. (1) Reactant: [C:1]1([CH2:7][CH2:8][CH:9]([OH:12])[CH:10]=[CH2:11])[CH:6]=[CH:5][CH:4]=[CH:3][CH:2]=1.[C:13]([O:16]C=C)(=[O:15])[CH3:14]. Product: [C:13]([O-:16])(=[O:15])[CH3:14].[C:1]1([CH2:7][CH2:8][CH:9]([OH:12])[CH:10]=[CH2:11])[CH:6]=[CH:5][CH:4]=[CH:3][CH:2]=1. The catalyst class is: 27. (2) Reactant: [NH:1]1[C:9]2[C:4](=[CH:5][CH:6]=[CH:7][CH:8]=2)[C:3]([C:10]([OH:12])=O)=[N:2]1.C(N1C=CN=C1)(N1C=CN=C1)=O.C(N(C(C)C)CC)(C)C.Cl.[CH3:35][NH:36][O:37][CH3:38]. Product: [CH3:38][O:37][N:36]([CH3:35])[C:10]([C:3]1[C:4]2[C:9](=[CH:8][CH:7]=[CH:6][CH:5]=2)[NH:1][N:2]=1)=[O:12]. The catalyst class is: 39. (3) Reactant: I[C:2]1[CH:7]=[CH:6][CH:5]=[CH:4][CH:3]=1.[NH:8]1[CH2:13][CH2:12][O:11][CH2:10][CH2:9]1.C(O[K])(C)(C)C. Product: [C:2]1([N:8]2[CH2:13][CH2:12][O:11][CH2:10][CH2:9]2)[CH:7]=[CH:6][CH:5]=[CH:4][CH:3]=1. The catalyst class is: 11. (4) Reactant: Cl[C:2]1[CH:7]=[C:6]([N:8]2[CH2:13][CH2:12][O:11][CH:10]([C:14]3[NH:18][C:17]4[CH:19]=[CH:20][C:21]([O:23][CH3:24])=[CH:22][C:16]=4[N:15]=3)[CH2:9]2)[N:5]=[C:4]([NH2:25])[N:3]=1.[F:26][C:27]1[CH:34]=[C:33](B2OC(C)(C)C(C)(C)O2)[CH:32]=[CH:31][C:28]=1[C:29]#[N:30].C([O-])([O-])=O.[Na+].[Na+]. Product: [NH2:25][C:4]1[N:3]=[C:2]([C:33]2[CH:32]=[CH:31][C:28]([C:29]#[N:30])=[C:27]([F:26])[CH:34]=2)[CH:7]=[C:6]([N:8]2[CH2:13][CH2:12][O:11][CH:10]([C:14]3[NH:18][C:17]4[CH:19]=[CH:20][C:21]([O:23][CH3:24])=[CH:22][C:16]=4[N:15]=3)[CH2:9]2)[N:5]=1. The catalyst class is: 70. (5) Reactant: [N:1]1([CH:6]([C:8]2[CH:13]=[CH:12][C:11]([C:14]3[CH:19]=[CH:18][C:17]([O:20]C)=[CH:16][CH:15]=3)=[CH:10][N:9]=2)[CH3:7])[CH:5]=[CH:4][N:3]=[CH:2]1.B(Br)(Br)Br. Product: [N:1]1([CH:6]([C:8]2[N:9]=[CH:10][C:11]([C:14]3[CH:19]=[CH:18][C:17]([OH:20])=[CH:16][CH:15]=3)=[CH:12][CH:13]=2)[CH3:7])[CH:5]=[CH:4][N:3]=[CH:2]1. The catalyst class is: 2.